This data is from Full USPTO retrosynthesis dataset with 1.9M reactions from patents (1976-2016). The task is: Predict the reactants needed to synthesize the given product. (1) The reactants are: [CH3:1][C:2]1[CH:7]=[C:6]([CH3:8])[N:5]=[C:4]([NH2:9])[C:3]=1[NH2:10].[F:11][C:12]([F:17])([F:16])[C:13](O)=O.[Mg+2].[Cl-].[Cl-]. Given the product [F:11][C:12]([F:17])([F:16])[C:13]1[NH:9][C:4]2=[N:5][C:6]([CH3:8])=[CH:7][C:2]([CH3:1])=[C:3]2[N:10]=1, predict the reactants needed to synthesize it. (2) Given the product [N:20]1([CH2:25][C:26]2[CH:31]=[CH:30][C:29]([CH2:32][CH2:33][NH:34][C:14]([C:11]3[CH:12]=[CH:13][C:8]([C:5]4[CH:4]=[CH:3][C:2]([CH3:1])=[CH:7][CH:6]=4)=[CH:9][C:10]=3[N+:17]([O-:19])=[O:18])=[O:16])=[CH:28][CH:27]=2)[CH2:24][CH2:23][CH2:22][CH2:21]1, predict the reactants needed to synthesize it. The reactants are: [CH3:1][C:2]1[CH:7]=[CH:6][C:5]([C:8]2[CH:13]=[CH:12][C:11]([C:14]([OH:16])=O)=[C:10]([N+:17]([O-:19])=[O:18])[CH:9]=2)=[CH:4][CH:3]=1.[N:20]1([CH2:25][C:26]2[CH:31]=[CH:30][C:29]([CH2:32][CH2:33][NH2:34])=[CH:28][CH:27]=2)[CH2:24][CH2:23][CH2:22][CH2:21]1. (3) Given the product [CH:1]1([C:4]2[CH:5]=[C:6]([CH:7]=[C:8]([CH:15]3[CH2:17][CH2:16]3)[C:9]=2[O:10][C:11]([F:12])([F:13])[F:14])[CH:18]=[O:19])[CH2:2][CH2:3]1, predict the reactants needed to synthesize it. The reactants are: [CH:1]1([C:4]2[CH:5]=[C:6]([CH2:18][OH:19])[CH:7]=[C:8]([CH:15]3[CH2:17][CH2:16]3)[C:9]=2[O:10][C:11]([F:14])([F:13])[F:12])[CH2:3][CH2:2]1.CC(OI1(OC(C)=O)(OC(C)=O)OC(=O)C2C=CC=CC1=2)=O. (4) Given the product [Br:10][C:11]1[CH:12]=[C:13]([C:14]2[S:9][C:3]3[CH:4]=[CH:5][C:6]([Cl:8])=[CH:7][C:2]=3[N:1]=2)[CH:16]=[C:17]([Br:20])[C:18]=1[OH:19], predict the reactants needed to synthesize it. The reactants are: [NH2:1][C:2]1[CH:7]=[C:6]([Cl:8])[CH:5]=[CH:4][C:3]=1[SH:9].[Br:10][C:11]1[CH:12]=[C:13]([CH:16]=[C:17]([Br:20])[C:18]=1[OH:19])[CH:14]=O. (5) Given the product [CH3:25][O:24][C:23]1[CH:22]=[CH:21][C:4]([C:5](=[O:6])[NH:7][C:8]2[CH:13]=[CH:12][C:11]([N:14]3[CH2:19][CH2:18][O:17][CH2:16][CH2:15]3)=[CH:10][C:9]=2[CH3:20])=[CH:3][C:2]=1[C:34]1[CH:35]=[CH:36][C:31]([C:29]([OH:30])=[O:28])=[CH:32][CH:33]=1, predict the reactants needed to synthesize it. The reactants are: Br[C:2]1[CH:3]=[C:4]([CH:21]=[CH:22][C:23]=1[O:24][CH3:25])[C:5]([NH:7][C:8]1[CH:13]=[CH:12][C:11]([N:14]2[CH2:19][CH2:18][O:17][CH2:16][CH2:15]2)=[CH:10][C:9]=1[CH3:20])=[O:6].C([O:28][C:29]([C:31]1[CH:36]=[CH:35][C:34](B(O)O)=[CH:33][CH:32]=1)=[O:30])C.COCCOC.C(=O)([O-])[O-].[Cs+].[Cs+].